From a dataset of Full USPTO retrosynthesis dataset with 1.9M reactions from patents (1976-2016). Predict the reactants needed to synthesize the given product. (1) Given the product [Cl:1][C:2]1[N:7]2[C:6]([CH:5]=[CH:4][CH:3]=1)=[C:8]([C:13]1[C:14]([Cl:20])=[CH:15][CH:16]=[CH:17][C:18]=1[Cl:19])[C:9](=[O:12])[CH:10]=[CH:11]2, predict the reactants needed to synthesize it. The reactants are: [Cl:1][C:2]1[N:7]=[C:6]([CH:8]([C:13]2[C:18]([Cl:19])=[CH:17][CH:16]=[CH:15][C:14]=2[Cl:20])[C:9](=[O:12])[C:10]#[CH:11])[CH:5]=[CH:4][CH:3]=1. (2) Given the product [I:36][CH2:10][CH2:9][CH:7]([CH3:8])[CH2:6][CH2:5][CH:4]=[C:2]([CH3:3])[CH3:1], predict the reactants needed to synthesize it. The reactants are: [CH3:1][C:2](=[CH:4][CH2:5][CH2:6][CH:7]([CH2:9][CH2:10]O)[CH3:8])[CH3:3].C1(P(C2C=CC=CC=2)C2C=CC=CC=2)C=CC=CC=1.N1C=CN=C1.[I:36]I.